This data is from Full USPTO retrosynthesis dataset with 1.9M reactions from patents (1976-2016). The task is: Predict the reactants needed to synthesize the given product. (1) Given the product [Br-:13].[CH2:15]([O:16][CH2:17][CH2:18][O:19][CH2:20][CH2:21][N+:1]1[CH:2]=[CH:3][CH:4]=[C:5]([C@@H:7]2[CH2:12][CH2:11][CH2:10][N:8]2[CH3:9])[CH:6]=1)[CH3:14], predict the reactants needed to synthesize it. The reactants are: [N:1]1[CH:6]=[C:5]([C@@H:7]2[CH2:12][CH2:11][CH2:10][N:8]2[CH3:9])[CH:4]=[CH:3][CH:2]=1.[Br:13][CH2:14][CH2:15][O:16][CH2:17][CH2:18][O:19][CH2:20][CH3:21]. (2) Given the product [Cl:1][C:2]1[CH:7]=[CH:6][C:5]([S:8]([C:11]2([C:29]3[CH:34]=[C:33]([F:35])[CH:32]=[CH:31][C:30]=3[F:36])[CH2:16][CH2:15][CH:14]([NH:40][S:37](=[O:39])(=[O:38])[NH2:41])[CH2:13][CH2:12]2)(=[O:10])=[O:9])=[CH:4][CH:3]=1, predict the reactants needed to synthesize it. The reactants are: [Cl:1][C:2]1[CH:7]=[CH:6][C:5]([S:8]([C:11]2([C:29]3[CH:34]=[C:33]([F:35])[CH:32]=[CH:31][C:30]=3[F:36])[CH2:16][CH2:15][CH:14](CS(N3CCC[C@@H]3C(O)=O)(=O)=O)[CH2:13][CH2:12]2)(=[O:10])=[O:9])=[CH:4][CH:3]=1.[S:37]([NH2:41])([NH2:40])(=[O:39])=[O:38]. (3) Given the product [F:1][C:2]1[CH:3]=[C:4]([NH:5][C:38]([CH:35]2[CH2:36][CH2:37][N:33]([CH3:32])[C:34]2=[O:41])=[O:39])[CH:6]=[CH:7][C:8]=1[O:9][C:10]1[C:19]2[C:14](=[CH:15][C:16]([O:22][CH2:23][CH2:24][CH2:25][N:26]3[CH2:31][CH2:30][O:29][CH2:28][CH2:27]3)=[C:17]([O:20][CH3:21])[CH:18]=2)[N:13]=[CH:12][CH:11]=1, predict the reactants needed to synthesize it. The reactants are: [F:1][C:2]1[CH:3]=[C:4]([CH:6]=[CH:7][C:8]=1[O:9][C:10]1[C:19]2[C:14](=[CH:15][C:16]([O:22][CH2:23][CH2:24][CH2:25][N:26]3[CH2:31][CH2:30][O:29][CH2:28][CH2:27]3)=[C:17]([O:20][CH3:21])[CH:18]=2)[N:13]=[CH:12][CH:11]=1)[NH2:5].[CH3:32][N:33]1[CH2:37][CH2:36][CH:35]([C:38](O)=[O:39])[C:34]1=[O:41].Cl.C(N=C=NCCCN(C)C)C.N1(O)C2C=CC=CC=2N=N1.C(N(C(C)C)C(C)C)C. (4) Given the product [CH3:1][S:2][C:3]1[CH:8]=[CH:7][C:6]([C:13]2[CH:14]=[CH:15][C:16]([O:19][CH2:20][CH:21]3[CH2:22][CH2:23][N:24]([C:27]([O:29][CH:30]([CH3:32])[CH3:31])=[O:28])[CH2:25][CH2:26]3)=[CH:17][CH:18]=2)=[CH:5][CH:4]=1, predict the reactants needed to synthesize it. The reactants are: [CH3:1][S:2][C:3]1[CH:8]=[CH:7][C:6](B(O)O)=[CH:5][CH:4]=1.Br[C:13]1[CH:18]=[CH:17][C:16]([O:19][CH2:20][CH:21]2[CH2:26][CH2:25][N:24]([C:27]([O:29][CH:30]([CH3:32])[CH3:31])=[O:28])[CH2:23][CH2:22]2)=[CH:15][CH:14]=1.C([O-])([O-])=O.[Na+].[Na+].